Dataset: Forward reaction prediction with 1.9M reactions from USPTO patents (1976-2016). Task: Predict the product of the given reaction. (1) Given the reactants [CH3:1][O:2][C:3](=[O:18])[CH2:4][C@@H:5]([NH:8][C:9]([C:11]1[C:16]([NH2:17])=[CH:15][CH:14]=[CH:13][N:12]=1)=[O:10])[CH2:6][CH3:7].[C:19](N1C=CN=C1)(N1C=CN=C1)=[O:20].N12CCCN=C1CCCCC2, predict the reaction product. The product is: [CH3:1][O:2][C:3](=[O:18])[CH2:4][C@@H:5]([N:8]1[C:9](=[O:10])[C:11]2[N:12]=[CH:13][CH:14]=[CH:15][C:16]=2[NH:17][C:19]1=[O:20])[CH2:6][CH3:7]. (2) Given the reactants [CH:1]([C:4]1[CH:9]=[CH:8][N:7]=[C:6]([C:10]2[C:18]3[C:13](=[CH:14][CH:15]=[C:16]([C:19]4[O:23][C:22](=O)[NH:21][N:20]=4)[CH:17]=3)[NH:12][CH:11]=2)[N:5]=1)([CH3:3])[CH3:2].Cl.[NH2:26][CH2:27][C:28]#[N:29].C(N(C(C)C)CC)(C)C.F[P-](F)(F)(F)(F)F.N1(O[P+](N(C)C)(N(C)C)N(C)C)C2C=CC=CC=2N=N1, predict the reaction product. The product is: [CH:1]([C:4]1[CH:9]=[CH:8][N:7]=[C:6]([C:10]2[C:18]3[C:13](=[CH:14][CH:15]=[C:16]([C:19]4[O:23][C:22]([NH:29][CH2:28][C:27]#[N:26])=[N:21][N:20]=4)[CH:17]=3)[NH:12][CH:11]=2)[N:5]=1)([CH3:2])[CH3:3]. (3) Given the reactants [CH3:1][C:2]([C:4]1[CH:9]=[C:8]([O:10][CH2:11][C:12]([F:15])([F:14])[F:13])[CH:7]=[CH:6][C:5]=1[O:16][CH2:17][C:18]([F:21])([F:20])[F:19])=[O:3].[Cl:22][C:23]1[CH:30]=[CH:29][C:26]([CH:27]=O)=[CH:25][CH:24]=1.CO.[OH-].[Na+], predict the reaction product. The product is: [F:21][C:18]([F:19])([F:20])[CH2:17][O:16][C:5]1[CH:6]=[CH:7][C:8]([O:10][CH2:11][C:12]([F:13])([F:14])[F:15])=[CH:9][C:4]=1[C:2](=[O:3])[CH:1]=[CH:27][C:26]1[CH:29]=[CH:30][C:23]([Cl:22])=[CH:24][CH:25]=1. (4) Given the reactants [N:1]1[CH:6]=[CH:5][C:4]([CH2:7][CH2:8][C:9]2[C:17]3[C:12](=[CH:13][CH:14]=[CH:15][CH:16]=3)[NH:11][CH:10]=2)=[CH:3][CH:2]=1.[CH3:18][NH:19][C:20]1([C:27]2[CH:32]=[CH:31][CH:30]=[CH:29][CH:28]=2)[CH2:25][CH2:24][C:23](=O)[CH2:22][CH2:21]1.FC(F)(F)S(O)(=O)=O, predict the reaction product. The product is: [CH3:18][NH:19][C:20]1([C:27]2[CH:32]=[CH:31][CH:30]=[CH:29][CH:28]=2)[CH2:25][CH2:24][C:23]([C:10]2[NH:11][C:12]3[C:17]([C:9]=2[CH2:8][CH2:7][C:4]2[CH:3]=[CH:2][N:1]=[CH:6][CH:5]=2)=[CH:16][CH:15]=[CH:14][CH:13]=3)([C:10]2[NH:11][C:12]3[C:17]([C:9]=2[CH2:8][CH2:7][C:4]2[CH:5]=[CH:6][N:1]=[CH:2][CH:3]=2)=[CH:16][CH:15]=[CH:14][CH:13]=3)[CH2:22][CH2:21]1. (5) Given the reactants C(O[C:6]([NH:8][C@@H:9]([CH2:33][C:34]#[CH:35])[C:10]([NH:12][C@@H:13]([CH2:24][C:25]1[CH:30]=[CH:29][C:28]([O:31][CH3:32])=[CH:27][CH:26]=1)[C:14]([O:16][CH2:17][C:18]1[CH:23]=[CH:22][CH:21]=[CH:20][CH:19]=1)=[O:15])=[O:11])=[O:7])(C)(C)C.C(O)(C(F)(F)F)=O.[O:43]1[CH2:48][CH2:47][N:46]([CH2:49]C(O)=O)[CH2:45][CH2:44]1.CN(C(ON1N=NC2C=CC=NC1=2)=[N+](C)C)C.F[P-](F)(F)(F)(F)F.CN1CCOCC1, predict the reaction product. The product is: [CH3:32][O:31][C:28]1[CH:29]=[CH:30][C:25]([CH2:24][C@H:13]([NH:12][C:10](=[O:11])[C@@H:9]([NH:8][C:6](=[O:7])[CH2:49][N:46]2[CH2:47][CH2:48][O:43][CH2:44][CH2:45]2)[CH2:33][C:34]#[CH:35])[C:14]([O:16][CH2:17][C:18]2[CH:23]=[CH:22][CH:21]=[CH:20][CH:19]=2)=[O:15])=[CH:26][CH:27]=1. (6) Given the reactants C([O:8][C:9]1[CH:18]=[C:17]2[C:12]([C:13]([NH:19][C:20]3[C:25]([F:26])=[CH:24][C:23]([Cl:27])=[CH:22][C:21]=3[F:28])=[N:14][CH:15]=[N:16]2)=[CH:11][C:10]=1[O:29][CH3:30])C1C=CC=CC=1, predict the reaction product. The product is: [Cl:27][C:23]1[CH:22]=[C:21]([F:28])[C:20]([NH:19][C:13]2[C:12]3[C:17](=[CH:18][C:9]([OH:8])=[C:10]([O:29][CH3:30])[CH:11]=3)[N:16]=[CH:15][N:14]=2)=[C:25]([F:26])[CH:24]=1.